Dataset: Catalyst prediction with 721,799 reactions and 888 catalyst types from USPTO. Task: Predict which catalyst facilitates the given reaction. Reactant: [N:1]([O-])=O.[Na+].[NH2:5][C:6]1[CH:13]=[CH:12][C:9]([C:10]#[N:11])=[CH:8][C:7]=1[CH3:14].O.O.[Sn](Cl)[Cl:18]. Product: [ClH:18].[NH:5]([C:6]1[CH:13]=[CH:12][C:9]([C:10]#[N:11])=[CH:8][C:7]=1[CH3:14])[NH2:1]. The catalyst class is: 223.